Dataset: Forward reaction prediction with 1.9M reactions from USPTO patents (1976-2016). Task: Predict the product of the given reaction. (1) Given the reactants [Cl:1][C:2]1[CH:35]=[CH:34][C:5]([CH2:6][N:7]2[C@H:12]([NH:13][C:14]3[CH:19]=[CH:18][C:17]([O:20][CH:21]([CH3:23])[CH3:22])=[C:16]([F:24])[CH:15]=3)[NH:11][C:10](=[O:25])[N:9]([CH2:26][CH:27]([C:29]([O:31]C)=[O:30])[CH3:28])[C:8]2=[O:33])=[CH:4][CH:3]=1.O1CCOCC1.[OH-].[Li+].Cl, predict the reaction product. The product is: [Cl:1][C:2]1[CH:3]=[CH:4][C:5]([CH2:6][N:7]2[C:12]([NH:13][C:14]3[CH:19]=[CH:18][C:17]([O:20][CH:21]([CH3:22])[CH3:23])=[C:16]([F:24])[CH:15]=3)=[N:11][C:10](=[O:25])[N:9]([CH2:26][C@H:27]([C:29]([OH:31])=[O:30])[CH3:28])[C:8]2=[O:33])=[CH:34][CH:35]=1. (2) Given the reactants [C:1]([N:4]([CH2:41][CH:42]1[CH2:44][CH2:43]1)[C:5]1[CH:40]=[CH:39][C:8]([O:9][C:10]2[CH:11]=[C:12]([CH:21]=[C:22]([O:24][CH2:25][C:26]3([CH2:30][O:31]CC4C=CC=CC=4)[CH2:29][CH2:28][CH2:27]3)[CH:23]=2)[C:13]([NH:15][C:16]2[S:17][CH:18]=[CH:19][N:20]=2)=[O:14])=[CH:7][CH:6]=1)(=[O:3])[CH3:2].CC1C=C(C)C(C)=C(C)C=1C.[OH-].[Na+].Cl, predict the reaction product. The product is: [C:1]([N:4]([CH2:41][CH:42]1[CH2:43][CH2:44]1)[C:5]1[CH:40]=[CH:39][C:8]([O:9][C:10]2[CH:11]=[C:12]([CH:21]=[C:22]([O:24][CH2:25][C:26]3([CH2:30][OH:31])[CH2:29][CH2:28][CH2:27]3)[CH:23]=2)[C:13]([NH:15][C:16]2[S:17][CH:18]=[CH:19][N:20]=2)=[O:14])=[CH:7][CH:6]=1)(=[O:3])[CH3:2]. (3) The product is: [CH:28]1([C:31]2[N:32]=[CH:33][N:34]([C:17]3[CH:16]=[C:11]4[C:12]5[C:7]([CH2:8][CH2:9][N:10]4[C:20](=[O:21])[CH2:19][N:18]=3)=[C:6]([C:5]3[O:1][N:2]=[CH:3][CH:4]=3)[CH:15]=[CH:14][CH:13]=5)[CH:35]=2)[CH2:30][CH2:29]1. Given the reactants [O:1]1[C:5]([C:6]2[CH:15]=[CH:14][CH:13]=[C:12]3[C:7]=2[CH2:8][CH2:9][N:10]2[C:20](=[O:21])[CH2:19][NH:18][C:17](=O)[CH:16]=[C:11]23)=[CH:4][CH:3]=[N:2]1.O=P(Cl)(Cl)Cl.[CH:28]1([C:31]2[N:32]=[CH:33][NH:34][CH:35]=2)[CH2:30][CH2:29]1.N1C=CC=CC=1, predict the reaction product. (4) Given the reactants [Br:1][C:2]1[C:10]2[C:5](=[N:6][C:7]([CH3:27])=[C:8](C(OCC)=O)[C:9]=2[NH:11][S:12]([C:15]2[CH:20]=[CH:19][CH:18]=[C:17]([Cl:21])[CH:16]=2)(=[O:14])=[O:13])[S:4][C:3]=1[C:28]1[CH:29]=[N:30][NH:31][CH:32]=1.[OH-].[Na+].C(O)=O.C1(OC2C=CC=CC=2)C=CC=CC=1, predict the reaction product. The product is: [Br:1][C:2]1[C:10]2[C:5](=[N:6][C:7]([CH3:27])=[CH:8][C:9]=2[NH:11][S:12]([C:15]2[CH:20]=[CH:19][CH:18]=[C:17]([Cl:21])[CH:16]=2)(=[O:14])=[O:13])[S:4][C:3]=1[C:28]1[CH:32]=[N:31][NH:30][CH:29]=1. (5) Given the reactants [N:1]1([CH2:7][CH2:8][CH2:9][O:10][C:11]2[CH:18]=[CH:17][C:14]([CH:15]=O)=[CH:13][CH:12]=2)[CH2:6][CH2:5][CH2:4][CH2:3][CH2:2]1.[CH3:19][NH:20][CH2:21][CH2:22][C:23]1[CH:28]=[CH:27][CH:26]=[CH:25][N:24]=1.C(O[BH-](OC(=O)C)OC(=O)C)(=O)C.[Na+].[OH-].[Na+].[CH2:45]([Cl:47])[Cl:46], predict the reaction product. The product is: [NH3:1].[CH2:45]([Cl:47])[Cl:46].[CH3:19][N:20]([CH2:15][C:14]1[CH:17]=[CH:18][C:11]([O:10][CH2:9][CH2:8][CH2:7][N:1]2[CH2:6][CH2:5][CH2:4][CH2:3][CH2:2]2)=[CH:12][CH:13]=1)[CH2:21][CH2:22][C:23]1[CH:28]=[CH:27][CH:26]=[CH:25][N:24]=1.